Dataset: NCI-60 drug combinations with 297,098 pairs across 59 cell lines. Task: Regression. Given two drug SMILES strings and cell line genomic features, predict the synergy score measuring deviation from expected non-interaction effect. (1) Drug 1: COC1=NC(=NC2=C1N=CN2C3C(C(C(O3)CO)O)O)N. Drug 2: CN(CCCl)CCCl.Cl. Cell line: 786-0. Synergy scores: CSS=4.54, Synergy_ZIP=-4.65, Synergy_Bliss=0.388, Synergy_Loewe=-22.2, Synergy_HSA=-0.0854. (2) Cell line: SK-MEL-5. Drug 1: C1=CC(=CC=C1C#N)C(C2=CC=C(C=C2)C#N)N3C=NC=N3. Synergy scores: CSS=44.1, Synergy_ZIP=3.94, Synergy_Bliss=3.92, Synergy_Loewe=2.86, Synergy_HSA=4.71. Drug 2: C1CN1C2=NC(=NC(=N2)N3CC3)N4CC4. (3) Drug 2: CC1=C(C=C(C=C1)C(=O)NC2=CC(=CC(=C2)C(F)(F)F)N3C=C(N=C3)C)NC4=NC=CC(=N4)C5=CN=CC=C5. Drug 1: CC1=C(C=C(C=C1)NC(=O)C2=CC=C(C=C2)CN3CCN(CC3)C)NC4=NC=CC(=N4)C5=CN=CC=C5. Synergy scores: CSS=1.67, Synergy_ZIP=-0.0907, Synergy_Bliss=1.61, Synergy_Loewe=-1.17, Synergy_HSA=0.304. Cell line: OVCAR-4. (4) Drug 1: CC1=CC2C(CCC3(C2CCC3(C(=O)C)OC(=O)C)C)C4(C1=CC(=O)CC4)C. Drug 2: COC1=C2C(=CC3=C1OC=C3)C=CC(=O)O2. Cell line: HL-60(TB). Synergy scores: CSS=-15.4, Synergy_ZIP=-1.37, Synergy_Bliss=-16.6, Synergy_Loewe=-16.7, Synergy_HSA=-19.2.